Dataset: Forward reaction prediction with 1.9M reactions from USPTO patents (1976-2016). Task: Predict the product of the given reaction. (1) Given the reactants Br[C:2](Br)=[CH:3][C:4]1[CH:9]=[CH:8][C:7]([O:10][CH2:11][CH3:12])=[CH:6][CH:5]=1.[Li]CCCC.Cl[C:20]([O:22][CH3:23])=[O:21], predict the reaction product. The product is: [CH2:11]([O:10][C:7]1[CH:8]=[CH:9][C:4]([C:3]#[C:2][C:20]([O:22][CH3:23])=[O:21])=[CH:5][CH:6]=1)[CH3:12]. (2) Given the reactants [Cl:1][C:2]1[N:7]=[C:6](Cl)[CH:5]=[C:4]([C:9]([O:11][CH3:12])=[O:10])[N:3]=1.[NH:13]1[CH2:17][CH2:16][CH2:15][CH2:14]1.C(=O)([O-])[O-].[Na+].[Na+], predict the reaction product. The product is: [Cl:1][C:2]1[N:3]=[C:4]([C:9]([O:11][CH3:12])=[O:10])[CH:5]=[C:6]([N:13]2[CH2:17][CH2:16][CH2:15][CH2:14]2)[N:7]=1. (3) Given the reactants [Cl-].O[NH3+:3].[C:4](=[O:7])([O-])[OH:5].[Na+].[O:9]=[C:10]1[C:15]([CH2:16][C:17]2[CH:22]=[CH:21][C:20]([C:23]3[C:24]([C:29]#[N:30])=[CH:25][CH:26]=[CH:27][CH:28]=3)=[CH:19][CH:18]=2)=[C:14]([CH2:31][CH2:32][CH3:33])[N:13]2[N:34]=[CH:35][N:36]=[C:12]2[N:11]1[CH:37]1[CH2:42][CH2:41][N:40]([CH:43]2[CH2:48][CH2:47][O:46][CH2:45][CH2:44]2)[CH2:39][CH2:38]1, predict the reaction product. The product is: [O:7]=[C:4]1[O:5][N:3]=[C:29]([C:24]2[CH:25]=[CH:26][CH:27]=[CH:28][C:23]=2[C:20]2[CH:19]=[CH:18][C:17]([CH2:16][C:15]3[C:10](=[O:9])[N:11]([CH:37]4[CH2:42][CH2:41][N:40]([CH:43]5[CH2:48][CH2:47][O:46][CH2:45][CH2:44]5)[CH2:39][CH2:38]4)[C:12]4[N:13]([N:34]=[CH:35][N:36]=4)[C:14]=3[CH2:31][CH2:32][CH3:33])=[CH:22][CH:21]=2)[NH:30]1. (4) Given the reactants [CH2:1]([N:3]1[C:7](=[O:8])[N:6]([C:9]2[CH:14]=[CH:13][C:12]([N:15]3[CH2:20][CH2:19][N:18]([C:21]4[CH:26]=[CH:25][C:24]([O:27]C)=[CH:23][CH:22]=4)[CH2:17][CH2:16]3)=[CH:11][CH:10]=2)[CH:5]=[N:4]1)[CH3:2], predict the reaction product. The product is: [CH2:1]([N:3]1[C:7](=[O:8])[N:6]([C:9]2[CH:10]=[CH:11][C:12]([N:15]3[CH2:16][CH2:17][N:18]([C:21]4[CH:22]=[CH:23][C:24]([OH:27])=[CH:25][CH:26]=4)[CH2:19][CH2:20]3)=[CH:13][CH:14]=2)[CH:5]=[N:4]1)[CH3:2]. (5) Given the reactants [F:1][C:2]([F:11])([F:10])[C:3]1[CH:8]=[CH:7][N:6]=[CH:5][C:4]=1[NH2:9].ClC(Cl)(O[C:16](=[O:22])OC(Cl)(Cl)Cl)Cl.[CH3:24][C@H:25]1[CH2:30][NH:29][C@H:28]([CH3:31])[CH2:27][N:26]1[C:32]1[CH:41]=[CH:40][C:39]([C:42]#[N:43])=[C:38]2[C:33]=1[CH:34]=[CH:35][CH:36]=[N:37]2, predict the reaction product. The product is: [F:11][C:2]([F:1])([F:10])[C:3]1[CH:8]=[CH:7][N:6]=[CH:5][C:4]=1[NH:9][C:16]([N:29]1[CH2:30][C@H:25]([CH3:24])[N:26]([C:32]2[CH:41]=[CH:40][C:39]([C:42]#[N:43])=[C:38]3[C:33]=2[CH:34]=[CH:35][CH:36]=[N:37]3)[CH2:27][C@H:28]1[CH3:31])=[O:22].